This data is from Forward reaction prediction with 1.9M reactions from USPTO patents (1976-2016). The task is: Predict the product of the given reaction. (1) Given the reactants CN(C(ON1N=NC2C=CC=NC1=2)=[N+](C)C)C.F[P-](F)(F)(F)(F)F.Cl.[NH2:26][C@@H:27]([CH:52]([CH3:54])[CH3:53])[C:28]([N:30]1[CH2:34][C@H:33]([OH:35])[CH2:32][C@H:31]1[C:36]([NH:38][CH2:39][C:40]1[CH:45]=[CH:44][C:43]([C:46]2[S:50][CH:49]=[N:48][C:47]=2[CH3:51])=[CH:42][CH:41]=1)=[O:37])=[O:29].[OH:55][C:56]1[CH:57]=[CH:58][C:59]2[C@@H:60]3[C@@H:68]([C@H:69]([CH2:73][CH2:74][CH2:75][CH2:76][O:77][CH2:78][CH2:79][O:80][CH2:81][CH2:82][O:83][CH2:84][C:85](O)=[O:86])[CH2:70][C:71]=2[CH:72]=1)[C@H:67]1[C@@:63]([CH3:89])([C@@H:64]([OH:88])[CH2:65][CH2:66]1)[CH2:62][CH2:61]3.CCN(C(C)C)C(C)C, predict the reaction product. The product is: [OH:55][C:56]1[CH:57]=[CH:58][C:59]2[C@@H:60]3[C@@H:68]([C@H:69]([CH2:73][CH2:74][CH2:75][CH2:76][O:77][CH2:78][CH2:79][O:80][CH2:81][CH2:82][O:83][CH2:84][C:85](=[O:86])[NH:26][C@@H:27]([CH:52]([CH3:54])[CH3:53])[C:28]([N:30]4[CH2:34][C@H:33]([OH:35])[CH2:32][C@H:31]4[C:36]([NH:38][CH2:39][C:40]4[CH:45]=[CH:44][C:43]([C:46]5[S:50][CH:49]=[N:48][C:47]=5[CH3:51])=[CH:42][CH:41]=4)=[O:37])=[O:29])[CH2:70][C:71]=2[CH:72]=1)[C@H:67]1[C@@:63]([CH3:89])([C@@H:64]([OH:88])[CH2:65][CH2:66]1)[CH2:62][CH2:61]3. (2) Given the reactants [Cl-].[Al+3].[Cl-].[Cl-].O.[CH2:6]([O:8][C:9](=[O:55])[C:10]([CH3:54])([CH3:53])[CH2:11][C:12]1[N:13]([CH2:38][C:39]2[CH:44]=[CH:43][C:42]([C:45]3[CH:46]=[N:47][C:48]([O:51][CH3:52])=[CH:49][CH:50]=3)=[CH:41][CH:40]=2)[C:14]2[C:19]([C:20]=1SC(C)(C)C)=[CH:18][C:17]([O:26][CH2:27][CH2:28][C:29]1[S:30][C:31]3[CH:37]=[CH:36][CH:35]=[CH:34][C:32]=3[N:33]=1)=[CH:16][CH:15]=2)[CH3:7], predict the reaction product. The product is: [CH2:6]([O:8][C:9](=[O:55])[C:10]([CH3:54])([CH3:53])[CH2:11][C:12]1[N:13]([CH2:38][C:39]2[CH:40]=[CH:41][C:42]([C:45]3[CH:46]=[N:47][C:48]([O:51][CH3:52])=[CH:49][CH:50]=3)=[CH:43][CH:44]=2)[C:14]2[C:19]([CH:20]=1)=[CH:18][C:17]([O:26][CH2:27][CH2:28][C:29]1[S:30][C:31]3[CH:37]=[CH:36][CH:35]=[CH:34][C:32]=3[N:33]=1)=[CH:16][CH:15]=2)[CH3:7].